This data is from Forward reaction prediction with 1.9M reactions from USPTO patents (1976-2016). The task is: Predict the product of the given reaction. (1) Given the reactants [C:1]([C:3]1[CH:4]=[C:5]([NH:9][C:10](=[O:33])[NH:11][C:12]2[CH:17]=[CH:16][C:15]([S:18]([NH:21][CH2:22][C:23]3[CH:28]=[CH:27][C:26]([S:29](=[O:32])(=[O:31])[NH2:30])=[CH:25][CH:24]=3)(=[O:20])=[O:19])=[CH:14][CH:13]=2)[CH:6]=[CH:7][CH:8]=1)#[N:2].[CH3:34][N:35]([CH3:41])[CH:36]1[CH2:40][CH2:39][NH:38][CH2:37]1, predict the reaction product. The product is: [CH3:34][N:35]([CH3:41])[CH:36]1[CH2:40][CH2:39][N:38]([C:1](=[NH:2])[C:3]2[CH:4]=[C:5]([NH:9][C:10](=[O:33])[NH:11][C:12]3[CH:17]=[CH:16][C:15]([S:18]([NH:21][CH2:22][C:23]4[CH:28]=[CH:27][C:26]([S:29](=[O:31])(=[O:32])[NH2:30])=[CH:25][CH:24]=4)(=[O:20])=[O:19])=[CH:14][CH:13]=3)[CH:6]=[CH:7][CH:8]=2)[CH2:37]1. (2) Given the reactants [NH2:1][C:2]12[CH2:6][C:4]([C:7]([OH:9])=O)([CH2:5]1)[CH2:3]2.C[Li].[Cl-].[NH4+].[C:14](OCC)(=O)C, predict the reaction product. The product is: [NH2:1][C:2]12[CH2:3][C:4]([C:7](=[O:9])[CH3:14])([CH2:5]1)[CH2:6]2.